This data is from Reaction yield outcomes from USPTO patents with 853,638 reactions. The task is: Predict the reaction yield, written as a fraction of the theoretical maximum amount of product (1.0 means a 100% yield; for example, 0.34 means a 34% yield). (1) The reactants are [CH:1]1([CH2:4][O:5][C:6]2[CH:13]=[C:12]([F:14])[C:9]([CH2:10][OH:11])=[C:8]([F:15])[CH:7]=2)[CH2:3][CH2:2]1.[C:16]([O:20][C:21]([N:23]1[CH2:28][CH2:27][N:26]([C:29](Cl)=[O:30])[C@H:25]([CH2:32][CH3:33])[CH2:24]1)=[O:22])([CH3:19])([CH3:18])[CH3:17].[H-].[Na+]. The catalyst is CN(C)C=O. The product is [CH:1]1([CH2:4][O:5][C:6]2[CH:7]=[C:8]([F:15])[C:9]([CH2:10][O:11][C:29]([N:26]3[CH2:27][CH2:28][N:23]([C:21]([O:20][C:16]([CH3:18])([CH3:17])[CH3:19])=[O:22])[CH2:24][C@H:25]3[CH2:32][CH3:33])=[O:30])=[C:12]([F:14])[CH:13]=2)[CH2:3][CH2:2]1. The yield is 0.710. (2) The reactants are [NH2:1][CH2:2][CH2:3][N:4]1[C:12]2[C:7](=[CH:8][CH:9]=[C:10]([S:13][CH3:14])[CH:11]=2)[CH:6]=[C:5]1[C:15](=O)[CH:16]([CH3:18])[CH3:17].CCN(CC)CC.[BH4-].[Na+]. The catalyst is CO. The product is [CH:16]([CH:15]1[C:5]2=[CH:6][C:7]3[CH:8]=[CH:9][C:10]([S:13][CH3:14])=[CH:11][C:12]=3[N:4]2[CH2:3][CH2:2][NH:1]1)([CH3:18])[CH3:17]. The yield is 0.425. (3) The reactants are [F:1][C:2]1[CH:7]=[CH:6][C:5]([N:8]2[C:12]([CH3:13])=[CH:11][C:10]([CH:14]=[O:15])=[C:9]2[CH3:16])=[C:4]([C:17]([F:20])([F:19])[F:18])[CH:3]=1.[O-:21][Mn](=O)(=O)=O.[K+].OO. The catalyst is CC(C)=O. The product is [F:1][C:2]1[CH:7]=[CH:6][C:5]([N:8]2[C:12]([CH3:13])=[CH:11][C:10]([C:14]([OH:21])=[O:15])=[C:9]2[CH3:16])=[C:4]([C:17]([F:20])([F:18])[F:19])[CH:3]=1. The yield is 0.620. (4) The reactants are [CH3:1][O:2][C:3]1[CH:4]=[C:5]([NH:9][C:10]2[CH:18]=[CH:17][CH:16]=[C:12]([C:13]([OH:15])=O)[C:11]=2[C:19]([OH:21])=O)[CH:6]=[CH:7][CH:8]=1.Cl.[NH2:23][CH:24]1[CH2:30][CH2:29][C:28](=[O:31])[NH:27][C:25]1=[O:26]. The catalyst is N1C=CC=CC=1. The product is [O:26]=[C:25]1[CH:24]([N:23]2[C:19](=[O:21])[C:11]3[C:12](=[CH:16][CH:17]=[CH:18][C:10]=3[NH:9][C:5]3[CH:6]=[CH:7][CH:8]=[C:3]([O:2][CH3:1])[CH:4]=3)[C:13]2=[O:15])[CH2:30][CH2:29][C:28](=[O:31])[NH:27]1. The yield is 0.760. (5) The reactants are C(O[C:4](=[O:20])[C:5]([CH3:19])([CH2:11][NH:12][C:13]1[CH:18]=[CH:17][CH:16]=[CH:15][CH:14]=1)[CH2:6][CH2:7][CH:8]([CH3:10])[CH3:9])C.[CH3:21][S:22]([NH:25][CH2:26][C:27]1[C:35]2[S:34](=[O:37])(=[O:36])[N:33]=[C:32]([CH2:38][C:39](O)=[O:40])[NH:31][C:30]=2[S:29][CH:28]=1)(=[O:24])=[O:23].Cl.CN(C)CCCN=C=NCC.[O-]CC.[Na+].C(O)C. The catalyst is CN(C)C=O. The product is [OH:20][C:4]1[C:5]([CH3:19])([CH2:6][CH2:7][CH:8]([CH3:9])[CH3:10])[CH2:11][N:12]([C:13]2[CH:14]=[CH:15][CH:16]=[CH:17][CH:18]=2)[C:39](=[O:40])[C:38]=1[C:32]1[NH:31][C:30]2[S:29][CH:28]=[C:27]([CH2:26][NH:25][S:22]([CH3:21])(=[O:23])=[O:24])[C:35]=2[S:34](=[O:37])(=[O:36])[N:33]=1. The yield is 0.390. (6) The reactants are FC1C=C(F)C=CC=1N1CCN[CH2:11][C:10]1=[O:15].Cl.CN(C)CCCN=C=NCC.Cl[C:29]1[C:37](C(F)(F)F)=[CH:36]C=[CH:34][C:30]=1[C:31](O)=[O:32]. The catalyst is CN(C1C=CN=CC=1)C.ClCCl.C(O)(=O)CC(CC(O)=O)(C(O)=O)O. The product is [CH3:30][CH2:31][O:32][C:10]([CH3:11])=[O:15].[CH3:36][CH2:37][CH2:29][CH:30]([CH3:34])[CH3:31]. The yield is 0.500. (7) The reactants are [OH:1][C:2]1[CH:7]=[C:6]([OH:8])[C:5]([CH:9]([CH3:11])[CH3:10])=[CH:4][C:3]=1[C:12]1[O:16][N:15]=[C:14]([C:17]([NH:19][CH2:20][CH3:21])=[O:18])[C:13]=1[C:22]1[CH:26]=[CH:25][N:24]([CH3:27])[N:23]=1.[C:28]1(=[O:35])[O:34][C:32](=[O:33])[CH2:31][CH2:30][CH2:29]1. The catalyst is CN(C)C1C=CN=CC=1. The product is [CH2:20]([NH:19][C:17]([C:14]1[C:13]([C:22]2[CH:26]=[CH:25][N:24]([CH3:27])[N:23]=2)=[C:12]([C:3]2[C:2]([OH:1])=[CH:7][C:6]([O:8][C:28](=[O:35])[CH2:29][CH2:30][CH2:31][C:32]([OH:34])=[O:33])=[C:5]([CH:9]([CH3:10])[CH3:11])[CH:4]=2)[O:16][N:15]=1)=[O:18])[CH3:21]. The yield is 0.570. (8) The product is [CH3:23][C:21]1[C:22]2[C:18](=[N:17][C:8]([C:5]3[CH:6]=[N:7][C:2]([CH3:1])=[CH:3][CH:4]=3)=[C:9]([C:10]3[CH:15]=[CH:14][N:13]=[CH:12][CH:11]=3)[C:8]=2[C:5]2[CH:6]=[N:7][C:2]([CH3:1])=[CH:3][CH:4]=2)[NH:19][N:20]=1. No catalyst specified. The reactants are [CH3:1][C:2]1[N:7]=[CH:6][C:5]([C:8](=O)[CH2:9][C:10]2[CH:15]=[CH:14][N:13]=[CH:12][CH:11]=2)=[CH:4][CH:3]=1.[NH2:17][C:18]1[NH:19][N:20]=[C:21]([CH3:23])[CH:22]=1. The yield is 0.240.